From a dataset of Full USPTO retrosynthesis dataset with 1.9M reactions from patents (1976-2016). Predict the reactants needed to synthesize the given product. (1) Given the product [CH3:18][O:19][C:20]([C:22]1([NH:31][C:8](=[O:10])[C:7]2[CH:6]=[C:5]([OH:4])[C:13]([O:14][CH3:15])=[C:12]([F:16])[CH:11]=2)[CH2:30][C:29]2[C:24](=[CH:25][CH:26]=[CH:27][CH:28]=2)[CH2:23]1)=[O:21], predict the reactants needed to synthesize it. The reactants are: C([O:4][C:5]1[CH:6]=[C:7]([CH:11]=[C:12]([F:16])[C:13]=1[O:14][CH3:15])[C:8]([OH:10])=O)(=O)C.Cl.[CH3:18][O:19][C:20]([C:22]1([NH2:31])[CH2:30][C:29]2[C:24](=[CH:25][CH:26]=[CH:27][CH:28]=2)[CH2:23]1)=[O:21].C(=O)([O-])[O-].[K+].[K+]. (2) Given the product [F:16][C:12]1([F:17])[CH2:13][CH2:14][CH2:15][CH:10]([OH:9])[CH2:11]1, predict the reactants needed to synthesize it. The reactants are: C([O:9][CH:10]1[CH2:15][CH2:14][CH2:13][C:12]([F:17])([F:16])[CH2:11]1)(=O)C1C=CC=CC=1.[OH-].[Na+].O.